Dataset: Forward reaction prediction with 1.9M reactions from USPTO patents (1976-2016). Task: Predict the product of the given reaction. (1) Given the reactants [Si:1]([O:8][C@@H:9]1[C@@H:14]([CH3:15])[CH2:13][N:12]([C:16]2[C:21]([N+:22]([O-])=O)=[CH:20][N:19]=[CH:18][C:17]=2[CH3:25])[CH2:11][C@H:10]1[NH:26][C:27](=[O:33])[O:28][C:29]([CH3:32])([CH3:31])[CH3:30])([C:4]([CH3:7])([CH3:6])[CH3:5])([CH3:3])[CH3:2], predict the reaction product. The product is: [NH2:22][C:21]1[CH:20]=[N:19][CH:18]=[C:17]([CH3:25])[C:16]=1[N:12]1[CH2:13][C@H:14]([CH3:15])[C@@H:9]([O:8][Si:1]([C:4]([CH3:7])([CH3:5])[CH3:6])([CH3:2])[CH3:3])[C@H:10]([NH:26][C:27](=[O:33])[O:28][C:29]([CH3:32])([CH3:31])[CH3:30])[CH2:11]1. (2) Given the reactants [NH2:1][C:2]1[N:6]([CH:7]([CH3:9])[CH3:8])[N:5]=[CH:4][C:3]=1[C:10]#[N:11].[N+:12]([C:15]1[CH:23]=[CH:22][C:18]([C:19](Cl)=[O:20])=[CH:17][CH:16]=1)([O-:14])=[O:13].C(N(CC)CC)C, predict the reaction product. The product is: [C:10]([C:3]1[CH:4]=[N:5][N:6]([CH:7]([CH3:9])[CH3:8])[C:2]=1[NH:1][C:19](=[O:20])[C:18]1[CH:17]=[CH:16][C:15]([N+:12]([O-:14])=[O:13])=[CH:23][CH:22]=1)#[N:11]. (3) Given the reactants [Cl:1][C:2]1[CH:7]=[C:6]([F:8])[CH:5]=[CH:4][C:3]=1[C:9]1[CH:14]=[CH:13][N:12]=[CH:11][CH:10]=1, predict the reaction product. The product is: [Cl:1][C:2]1[CH:7]=[C:6]([F:8])[CH:5]=[CH:4][C:3]=1[CH:9]1[CH2:10][CH2:11][NH:12][CH2:13][CH2:14]1. (4) The product is: [N:19]1[CH:20]=[CH:22][C:28]([CH2:29][CH2:30][NH:32][C:14]([CH:11]2[CH2:10][CH2:9][N:8]([C:6]([O:5][C:1]([CH3:2])([CH3:3])[CH3:4])=[O:7])[CH2:13][CH2:12]2)=[O:16])=[CH:25][CH:23]=1. Given the reactants [C:1]([O:5][C:6]([N:8]1[CH2:13][CH2:12][CH:11]([C:14]([OH:16])=O)[CH2:10][CH2:9]1)=[O:7])([CH3:4])([CH3:3])[CH3:2].CC[N:19]([CH:23]([CH3:25])C)[CH:20]([CH3:22])C.C1C=[CH:28][C:29]2N(O)N=[N:32][C:30]=2C=1.N1C=CC=CC=1CCN.C(=O)([O-])[O-].[Na+].[Na+], predict the reaction product. (5) Given the reactants [Br:1][C:2]1[CH:3]=[C:4]([CH:7]=[CH:8][CH:9]=1)[CH2:5]Br.[CH3:10][C:11]([O:14][C:15]([NH:17][C:18]([O:20][C:21]([CH3:24])([CH3:23])[CH3:22])=[O:19])=[O:16])([CH3:13])[CH3:12].[H-].[Na+], predict the reaction product. The product is: [C:21]([O:20][C:18]([N:17]([CH2:5][C:4]1[CH:3]=[C:2]([Br:1])[CH:9]=[CH:8][CH:7]=1)[C:15]([O:14][C:11]([CH3:13])([CH3:12])[CH3:10])=[O:16])=[O:19])([CH3:24])([CH3:23])[CH3:22]. (6) Given the reactants [F:1][C:2]([F:15])([F:14])[O:3][C:4]1[CH:9]=[CH:8][CH:7]=[CH:6][C:5]=1[CH2:10][C:11]([OH:13])=O.[Cl:16][C:17]1[CH:18]=[CH:19][CH:20]=[C:21]2[C:30]=1[C:24]1([CH2:29][CH2:28][NH:27][CH2:26][CH2:25]1)[CH2:23][CH:22]2[CH2:31][C:32]([O:34]CC)=[O:33], predict the reaction product. The product is: [Cl:16][C:17]1[CH:18]=[CH:19][CH:20]=[C:21]2[C:30]=1[C:24]1([CH2:25][CH2:26][N:27]([C:11](=[O:13])[CH2:10][C:5]3[CH:6]=[CH:7][CH:8]=[CH:9][C:4]=3[O:3][C:2]([F:1])([F:15])[F:14])[CH2:28][CH2:29]1)[CH2:23][CH:22]2[CH2:31][C:32]([OH:34])=[O:33].